Dataset: Forward reaction prediction with 1.9M reactions from USPTO patents (1976-2016). Task: Predict the product of the given reaction. (1) The product is: [CH2:7]([O:9][C:10](=[O:14])[CH2:11][CH2:12][NH:6][CH:1]1[CH2:5][CH2:4][CH2:3][CH2:2]1)[CH3:8]. Given the reactants [CH:1]1([NH2:6])[CH2:5][CH2:4][CH2:3][CH2:2]1.[CH2:7]([O:9][C:10](=[O:14])[CH2:11][CH2:12]Cl)[CH3:8].C([O-])([O-])=O.[K+].[K+], predict the reaction product. (2) The product is: [CH2:25]([O:24][C:22]([N:5]([CH2:4][C:3]([O:2][CH3:1])=[O:15])[C:6]([CH3:14])([CH2:12][CH3:13])[CH2:7][C:8]([O:10][CH3:11])=[O:9])=[O:23])[C:26]1[CH:31]=[CH:30][CH:29]=[CH:28][CH:27]=1. Given the reactants [CH3:1][O:2][C:3](=[O:15])[CH2:4][NH:5][C:6]([CH3:14])([CH2:12][CH3:13])[CH2:7][C:8]([O:10][CH3:11])=[O:9].C([O-])(O)=O.[Na+].Cl[C:22]([O:24][CH2:25][C:26]1[CH:31]=[CH:30][CH:29]=[CH:28][CH:27]=1)=[O:23], predict the reaction product. (3) Given the reactants [CH3:1][C:2]1[CH:3]=[C:4]2[C:9](=[CH:10][CH:11]=1)[CH:8]=[N:7][N:6]=[CH:5]2.[Br:12]Br.[O-]S([O-])(=O)=O.[Na+].[Na+], predict the reaction product. The product is: [Br:12][C:3]1[C:2]([CH3:1])=[CH:11][CH:10]=[C:9]2[C:4]=1[CH:5]=[N:6][N:7]=[CH:8]2.[CH3:1][C:2]1[CH:3]=[C:4]2[C:9](=[CH:10][CH:11]=1)[CH:8]=[N:7][N:6]=[CH:5]2. (4) Given the reactants [NH2:1][C:2]1[CH:10]=[C:9]([C:11]([F:14])([F:13])[F:12])[CH:8]=[CH:7][C:3]=1[C:4]([NH2:6])=[O:5].[Cl:15][C:16]1[CH:23]=[CH:22][C:19]([CH:20]=O)=[C:18]([S:24][CH2:25][CH3:26])[CH:17]=1.S(=O)(O)[O-].[Na+].C(=O)(O)[O-].[Na+], predict the reaction product. The product is: [Cl:15][C:16]1[CH:23]=[CH:22][C:19]([C:20]2[NH:6][C:4](=[O:5])[C:3]3[C:2](=[CH:10][C:9]([C:11]([F:12])([F:13])[F:14])=[CH:8][CH:7]=3)[N:1]=2)=[C:18]([S:24][CH2:25][CH3:26])[CH:17]=1.